Dataset: Reaction yield outcomes from USPTO patents with 853,638 reactions. Task: Predict the reaction yield, written as a fraction of the theoretical maximum amount of product (1.0 means a 100% yield; for example, 0.34 means a 34% yield). (1) The reactants are [Cl:1][C:2]([F:13])([F:12])[C:3]1[CH:8]=[CH:7][C:6]([CH:9](Cl)[CH3:10])=[CH:5][N:4]=1.[CH3:14][S-:15].[Na+]. The catalyst is C(O)C. The product is [Cl:1][C:2]([F:13])([F:12])[C:3]1[CH:8]=[CH:7][C:6]([CH:9]([S:15][CH3:14])[CH3:10])=[CH:5][N:4]=1. The yield is 0.400. (2) The reactants are [CH2:1]([C:3]1[S:4][C:5]([CH:13]2[CH2:18][CH2:17][O:16][CH2:15][CH2:14]2)=[CH:6][C:7]=1[C:8](OCC)=[O:9])[CH3:2].[H-].C([Al+]CC(C)C)C(C)C.Cl.CC(OI1(OC(C)=O)(OC(C)=O)OC(=O)C2C=CC=CC1=2)=O.S([O-])([O-])=O.[Na+].[Na+]. The catalyst is O1CCCC1.C1(C)C=CC=CC=1.C(Cl)Cl. The product is [CH2:1]([C:3]1[S:4][C:5]([CH:13]2[CH2:18][CH2:17][O:16][CH2:15][CH2:14]2)=[CH:6][C:7]=1[CH:8]=[O:9])[CH3:2]. The yield is 0.610. (3) The reactants are [CH:1]([O:3][C:4]([N:6]1[CH2:30][C@:29]2([C:31](=[O:34])[CH2:32]O)[C@@H:8]([CH2:9][C@H:10]3[C@H:23]4[C@@:14]([F:27])([C@:15]5([CH3:26])[C:20]([C@@H:21]([F:24])[CH2:22]4)=[CH:19][C:18](=[O:25])[CH:17]=[CH:16]5)[C@@H:13]([OH:28])[CH2:12][C@@:11]32[CH3:35])[CH2:7]1)=[O:5])=[CH2:2].[CH3:36][S:37](Cl)(=O)=O.CCN(C(C)C)C(C)C.C([S-])C.[Na+]. The catalyst is CN(C=O)C. The product is [CH:1]([O:3][C:4]([N:6]1[CH2:30][C@:29]2([C:31](=[O:34])[CH2:32][S:37][CH3:36])[C@@H:8]([CH2:9][C@H:10]3[C@H:23]4[C@@:14]([F:27])([C@:15]5([CH3:26])[C:20]([C@@H:21]([F:24])[CH2:22]4)=[CH:19][C:18](=[O:25])[CH:17]=[CH:16]5)[C@@H:13]([OH:28])[CH2:12][C@@:11]32[CH3:35])[CH2:7]1)=[O:5])=[CH2:2]. The yield is 0.548.